Task: Predict the product of the given reaction.. Dataset: Forward reaction prediction with 1.9M reactions from USPTO patents (1976-2016) (1) Given the reactants [N+:1]([C:4]1[C:17]2[NH:16][C:15]3[C:10](=[CH:11][CH:12]=[CH:13][CH:14]=3)[O:9][C:8]=2[CH:7]=[CH:6][CH:5]=1)([O-:3])=[O:2].[Br:18][C:19]1[CH:24]=[CH:23][CH:22]=[CH:21][C:20]=1Br, predict the reaction product. The product is: [N+:1]([C:4]1[C:17]2[N:16]([C:20]3[CH:21]=[CH:22][CH:23]=[CH:24][C:19]=3[Br:18])[C:15]3[C:10](=[CH:11][CH:12]=[CH:13][CH:14]=3)[O:9][C:8]=2[CH:7]=[CH:6][CH:5]=1)([O-:3])=[O:2]. (2) Given the reactants C1(N(C2CCCC2)[C:7]([NH:9][C:10]2[S:11][CH:12]=[CH:13][N:14]=2)=[O:8])CCCC1.[CH:20]1([NH:26][CH:27]2[CH2:32][CH2:31][CH2:30][CH2:29][CH2:28]2)[CH2:25][CH2:24][CH2:23][CH2:22][CH2:21]1.C(N1C=CN=C1)(N1C=CN=C1)=O.NC1SC=C([CH2:51][C:52]([O:54][CH2:55][CH3:56])=[O:53])N=1, predict the reaction product. The product is: [CH2:55]([O:54][C:52](=[O:53])[CH2:51][C:13]1[N:14]=[C:10]([NH:9][C:7]([N:26]([CH:20]2[CH2:21][CH2:22][CH2:23][CH2:24][CH2:25]2)[CH:27]2[CH2:28][CH2:29][CH2:30][CH2:31][CH2:32]2)=[O:8])[S:11][CH:12]=1)[CH3:56]. (3) Given the reactants [C:1](=O)([O-])[O-].[K+].[K+].CI.[C:9]([C:13]1[C:22]2[O:21][CH2:20][CH2:19][NH:18][C:17]=2[CH:16]=[C:15]([C:23](=[O:25])[CH3:24])[CH:14]=1)([CH3:12])([CH3:11])[CH3:10], predict the reaction product. The product is: [C:9]([C:13]1[C:22]2[O:21][CH2:20][CH2:19][N:18]([CH3:1])[C:17]=2[CH:16]=[C:15]([C:23](=[O:25])[CH3:24])[CH:14]=1)([CH3:12])([CH3:10])[CH3:11].